Dataset: NCI-60 drug combinations with 297,098 pairs across 59 cell lines. Task: Regression. Given two drug SMILES strings and cell line genomic features, predict the synergy score measuring deviation from expected non-interaction effect. (1) Drug 1: CCC1=CC2CC(C3=C(CN(C2)C1)C4=CC=CC=C4N3)(C5=C(C=C6C(=C5)C78CCN9C7C(C=CC9)(C(C(C8N6C)(C(=O)OC)O)OC(=O)C)CC)OC)C(=O)OC.C(C(C(=O)O)O)(C(=O)O)O. Drug 2: CN(CCCl)CCCl.Cl. Cell line: RPMI-8226. Synergy scores: CSS=31.7, Synergy_ZIP=-1.05, Synergy_Bliss=-0.707, Synergy_Loewe=-16.5, Synergy_HSA=-3.83. (2) Drug 1: C1CC(C1)(C(=O)O)C(=O)O.[NH2-].[NH2-].[Pt+2]. Drug 2: C1C(C(OC1N2C=NC3=C2NC=NCC3O)CO)O. Cell line: KM12. Synergy scores: CSS=-0.136, Synergy_ZIP=3.59, Synergy_Bliss=11.0, Synergy_Loewe=1.20, Synergy_HSA=2.16. (3) Drug 1: C1=C(C(=O)NC(=O)N1)F. Drug 2: C1=CC(=CC=C1CC(C(=O)O)N)N(CCCl)CCCl.Cl. Cell line: A498. Synergy scores: CSS=51.3, Synergy_ZIP=-2.64, Synergy_Bliss=-4.52, Synergy_Loewe=-7.82, Synergy_HSA=-4.83. (4) Drug 1: CN1C2=C(C=C(C=C2)N(CCCl)CCCl)N=C1CCCC(=O)O.Cl. Drug 2: CCN(CC)CCCC(C)NC1=C2C=C(C=CC2=NC3=C1C=CC(=C3)Cl)OC. Cell line: MOLT-4. Synergy scores: CSS=11.6, Synergy_ZIP=-1.36, Synergy_Bliss=-0.263, Synergy_Loewe=0.239, Synergy_HSA=0.412. (5) Drug 1: C1C(C(OC1N2C=C(C(=O)NC2=O)F)CO)O. Drug 2: C1=NC2=C(N1)C(=S)N=CN2. Cell line: RPMI-8226. Synergy scores: CSS=60.2, Synergy_ZIP=2.66, Synergy_Bliss=2.33, Synergy_Loewe=2.05, Synergy_HSA=5.65. (6) Drug 1: CC(C)(C#N)C1=CC(=CC(=C1)CN2C=NC=N2)C(C)(C)C#N. Drug 2: C1=NC2=C(N=C(N=C2N1C3C(C(C(O3)CO)O)F)Cl)N. Cell line: OVCAR-8. Synergy scores: CSS=30.6, Synergy_ZIP=-0.158, Synergy_Bliss=1.03, Synergy_Loewe=-21.1, Synergy_HSA=1.49. (7) Drug 1: C1C(C(OC1N2C=NC3=C(N=C(N=C32)Cl)N)CO)O. Drug 2: CN(C(=O)NC(C=O)C(C(C(CO)O)O)O)N=O. Cell line: 786-0. Synergy scores: CSS=1.39, Synergy_ZIP=-2.60, Synergy_Bliss=-0.647, Synergy_Loewe=-15.8, Synergy_HSA=-3.43. (8) Drug 1: C1CCN(CC1)CCOC2=CC=C(C=C2)C(=O)C3=C(SC4=C3C=CC(=C4)O)C5=CC=C(C=C5)O. Drug 2: CN(CCCl)CCCl.Cl. Cell line: KM12. Synergy scores: CSS=-10.7, Synergy_ZIP=-0.314, Synergy_Bliss=-0.884, Synergy_Loewe=-15.7, Synergy_HSA=-8.18. (9) Drug 1: CCN(CC)CCNC(=O)C1=C(NC(=C1C)C=C2C3=C(C=CC(=C3)F)NC2=O)C. Drug 2: CN1C2=C(C=C(C=C2)N(CCCl)CCCl)N=C1CCCC(=O)O.Cl. Cell line: UO-31. Synergy scores: CSS=-0.679, Synergy_ZIP=0.327, Synergy_Bliss=1.05, Synergy_Loewe=-1.73, Synergy_HSA=-1.23.